Dataset: Forward reaction prediction with 1.9M reactions from USPTO patents (1976-2016). Task: Predict the product of the given reaction. (1) Given the reactants [CH3:1][Si:2]([CH3:39])([CH3:38])[CH2:3][CH2:4][O:5][CH2:6][N:7]([CH2:30][O:31][CH2:32][CH2:33][Si:34]([CH3:37])([CH3:36])[CH3:35])[C:8]1[N:13]2[N:14]=[CH:15][CH:16]=[C:12]2[N:11]=[C:10]([CH:17]2[CH2:22][CH2:21][C:20]([CH2:28][OH:29])([C:23]([O:25][CH2:26][CH3:27])=[O:24])[CH2:19][CH2:18]2)[CH:9]=1.C1C(=O)N([I:47])C(=O)C1, predict the reaction product. The product is: [CH3:39][Si:2]([CH3:38])([CH3:1])[CH2:3][CH2:4][O:5][CH2:6][N:7]([CH2:30][O:31][CH2:32][CH2:33][Si:34]([CH3:37])([CH3:36])[CH3:35])[C:8]1[N:13]2[N:14]=[CH:15][C:16]([I:47])=[C:12]2[N:11]=[C:10]([CH:17]2[CH2:18][CH2:19][C:20]([CH2:28][OH:29])([C:23]([O:25][CH2:26][CH3:27])=[O:24])[CH2:21][CH2:22]2)[CH:9]=1. (2) Given the reactants [Si]([O:8][CH2:9][CH2:10][N:11]1[CH2:16][CH2:15][CH2:14][CH:13]([C:17]2[NH:34][C:20]3=[N:21][CH:22]=[CH:23][C:24]([C:25]4[CH:30]=[C:29]([F:31])[CH:28]=[CH:27][C:26]=4[O:32][CH3:33])=[C:19]3[CH:18]=2)[CH2:12]1)(C(C)(C)C)(C)C.CO.Cl, predict the reaction product. The product is: [F:31][C:29]1[CH:28]=[CH:27][C:26]([O:32][CH3:33])=[C:25]([C:24]2[CH:23]=[CH:22][N:21]=[C:20]3[NH:34][C:17]([CH:13]4[CH2:14][CH2:15][CH2:16][N:11]([CH2:10][CH2:9][OH:8])[CH2:12]4)=[CH:18][C:19]=23)[CH:30]=1. (3) Given the reactants [CH2:1]([O:8][C:9]([N:11]1[CH:16]([CH3:17])[CH2:15][NH:14][C:13](=[O:18])[C@@H:12]1[CH3:19])=[O:10])[C:2]1[CH:7]=[CH:6][CH:5]=[CH:4][CH:3]=1.[H-].[Na+].Br[CH2:23][C:24]1[CH:33]=[C:32]2[C:27]([C:28]([Cl:34])=[CH:29][CH:30]=[N:31]2)=[CH:26][CH:25]=1.C(OCC)(=O)C, predict the reaction product. The product is: [CH2:1]([O:8][C:9]([N:11]1[CH:16]([CH3:17])[CH2:15][N:14]([CH2:23][C:24]2[CH:33]=[C:32]3[C:27]([C:28]([Cl:34])=[CH:29][CH:30]=[N:31]3)=[CH:26][CH:25]=2)[C:13](=[O:18])[C@@H:12]1[CH3:19])=[O:10])[C:2]1[CH:3]=[CH:4][CH:5]=[CH:6][CH:7]=1. (4) Given the reactants [NH2:1][C:2]1[S:6][C:5]([CH2:7][C:8]([O:10][CH2:11][CH2:12][CH2:13][CH3:14])=[O:9])=[C:4]([CH3:15])[C:3]=1[C:16]([O:18]CC)=O.[Cl:21][C:22]1[CH:23]=[C:24]([CH2:29][C:30]#[N:31])[CH:25]=[CH:26][C:27]=1[Cl:28], predict the reaction product. The product is: [Cl:21][C:22]1[CH:23]=[C:24]([CH:25]=[CH:26][C:27]=1[Cl:28])[CH2:29][C:30]1[NH:31][C:16](=[O:18])[C:3]2[C:4]([CH3:15])=[C:5]([CH2:7][C:8]([O:10][CH2:11][CH2:12][CH2:13][CH3:14])=[O:9])[S:6][C:2]=2[N:1]=1. (5) Given the reactants C([O:3][C:4]([C:6]1[N:7]([CH2:41][C:42]2[CH:47]=[CH:46][CH:45]=[C:44]([Cl:48])[CH:43]=2)[C:8]2[C:13]([C:14]=1[NH:15][C:16](=[O:30])[C:17]1[CH:22]=[CH:21][CH:20]=[C:19]([N:23]3[C:27]([CH3:28])=[CH:26][CH:25]=[C:24]3[CH3:29])[CH:18]=1)=[CH:12][CH:11]=[C:10]([C:31]1[CH:36]=[CH:35][C:34]([CH2:37][CH2:38][CH2:39][CH3:40])=[CH:33][CH:32]=1)[CH:9]=2)=[O:5])C.[OH-].[K+], predict the reaction product. The product is: [CH2:37]([C:34]1[CH:33]=[CH:32][C:31]([C:10]2[CH:9]=[C:8]3[C:13]([C:14]([NH:15][C:16](=[O:30])[C:17]4[CH:22]=[CH:21][CH:20]=[C:19]([N:23]5[C:27]([CH3:28])=[CH:26][CH:25]=[C:24]5[CH3:29])[CH:18]=4)=[C:6]([C:4]([OH:5])=[O:3])[N:7]3[CH2:41][C:42]3[CH:47]=[CH:46][CH:45]=[C:44]([Cl:48])[CH:43]=3)=[CH:12][CH:11]=2)=[CH:36][CH:35]=1)[CH2:38][CH2:39][CH3:40]. (6) The product is: [C:10]([O:9][C:3](=[O:8])[CH2:4][C:5](=[O:6])[CH2:7][C:21](=[O:22])[C:20]([F:30])([F:29])[F:19])([CH3:13])([CH3:12])[CH3:11]. Given the reactants [H-].[Na+].[C:3]([O:9][C:10]([CH3:13])([CH3:12])[CH3:11])(=[O:8])[CH2:4][C:5]([CH3:7])=[O:6].[Li]CCCC.[F:19][C:20]([F:30])([F:29])[C:21](OCC(F)(F)F)=[O:22], predict the reaction product. (7) Given the reactants [Cl:1][C:2]1[CH:3]=[C:4]([NH:9][C:10]2[N:14]=[C:13]([NH:15][CH2:16][C:17]3[CH:18]=[CH:19][C:20]([NH:23]C(=O)OC(C)(C)C)=[N:21][CH:22]=3)[NH:12][N:11]=2)[CH:5]=[C:6]([Cl:8])[CH:7]=1.C(O)(C(F)(F)F)=O, predict the reaction product. The product is: [NH2:23][C:20]1[N:21]=[CH:22][C:17]([CH2:16][NH:15][C:13]2[NH:12][N:11]=[C:10]([NH:9][C:4]3[CH:3]=[C:2]([Cl:1])[CH:7]=[C:6]([Cl:8])[CH:5]=3)[N:14]=2)=[CH:18][CH:19]=1.